This data is from Forward reaction prediction with 1.9M reactions from USPTO patents (1976-2016). The task is: Predict the product of the given reaction. (1) Given the reactants [NH2:1][CH2:2][C:3]1[C:8]([CH2:9][CH3:10])=[N:7][C:6]2[N:11]([CH2:14][CH3:15])[N:12]=[CH:13][C:5]=2[C:4]=1[NH:16][CH:17]1[CH2:22][CH2:21][O:20][CH2:19][CH2:18]1.[CH3:23][C:24]1[C:29]([C:30](O)=[O:31])=[CH:28][CH:27]=[C:26]([C:33]([F:36])([F:35])[F:34])[N:25]=1, predict the reaction product. The product is: [CH2:14]([N:11]1[C:6]2=[N:7][C:8]([CH2:9][CH3:10])=[C:3]([CH2:2][NH:1][C:30]([C:29]3[C:24]([CH3:23])=[N:25][C:26]([C:33]([F:36])([F:34])[F:35])=[CH:27][CH:28]=3)=[O:31])[C:4]([NH:16][CH:17]3[CH2:18][CH2:19][O:20][CH2:21][CH2:22]3)=[C:5]2[CH:13]=[N:12]1)[CH3:15]. (2) Given the reactants [CH3:1][O:2][C:3]1[CH:4]=[C:5]([NH:15][C:16]([NH2:18])=[S:17])[CH:6]=[CH:7][C:8]=1[N:9]1[CH:13]=[C:12]([CH3:14])[N:11]=[CH:10]1.Br[CH:20]1[CH2:25][CH2:24][CH2:23][CH:22]([C:26]2[CH:31]=[CH:30][CH:29]=[CH:28][CH:27]=2)[C:21]1=[O:32].[CH2:33](O)C, predict the reaction product. The product is: [CH3:1][O:2][C:3]1[CH:4]=[C:5]([NH:15][C:16]2[S:17][C:28]3[CH2:29][CH2:30][CH2:31][CH:26]([C:22]4[CH:23]=[CH:24][CH:25]=[CH:20][C:21]=4[O:32][CH3:33])[C:27]=3[N:18]=2)[CH:6]=[CH:7][C:8]=1[N:9]1[CH:13]=[C:12]([CH3:14])[N:11]=[CH:10]1. (3) Given the reactants C[O:2][CH2:3][C:4]1[NH:5][C:6]([C:10]2[CH:11]=[C:12]([CH:29]=[CH:30][C:31]=2[CH3:32])[C:13]([N:15]2[CH2:20][CH2:19][CH:18]([C:21]3[CH:28]=[CH:27][C:24]([C:25]#[N:26])=[CH:23][CH:22]=3)[CH2:17][CH2:16]2)=[O:14])=[C:7]([CH3:9])[N:8]=1.COCC1NC(C2C(C)=CC(C)=C(C=2)C(N2CCC(C3C=CC(C#N)=CC=3)CC2)=O)=C(C)N=1, predict the reaction product. The product is: [OH:2][CH2:3][C:4]1[NH:5][C:6]([C:10]2[CH:11]=[C:12]([CH:29]=[CH:30][C:31]=2[CH3:32])[C:13]([N:15]2[CH2:16][CH2:17][CH:18]([C:21]3[CH:22]=[CH:23][C:24]([C:25]#[N:26])=[CH:27][CH:28]=3)[CH2:19][CH2:20]2)=[O:14])=[C:7]([CH3:9])[N:8]=1.